Dataset: Forward reaction prediction with 1.9M reactions from USPTO patents (1976-2016). Task: Predict the product of the given reaction. Given the reactants [C:1]([O:5][C:6](=[O:16])[NH:7][C@H:8]1[CH2:13][CH2:12][CH:11]([CH2:14][OH:15])[O:10][CH2:9]1)([CH3:4])([CH3:3])[CH3:2].[CH3:17][S:18](Cl)(=[O:20])=[O:19], predict the reaction product. The product is: [CH3:17][S:18]([O:15][CH2:14][CH:11]1[CH2:12][CH2:13][C@H:8]([NH:7][C:6]([O:5][C:1]([CH3:4])([CH3:2])[CH3:3])=[O:16])[CH2:9][O:10]1)(=[O:20])=[O:19].